From a dataset of Reaction yield outcomes from USPTO patents with 853,638 reactions. Predict the reaction yield, written as a fraction of the theoretical maximum amount of product (1.0 means a 100% yield; for example, 0.34 means a 34% yield). (1) The reactants are [NH2:1][C:2]1[CH:7]=[CH:6][CH:5]=[CH:4][CH:3]=1.[Cl:8][C:9]1[N:14]=[C:13](Cl)[C:12]([Cl:16])=[CH:11][N:10]=1.C(=O)([O-])[O-].[K+].[K+]. The catalyst is C(O)C. The product is [Cl:8][C:9]1[N:14]=[C:13]([NH:1][C:2]2[CH:7]=[CH:6][CH:5]=[CH:4][CH:3]=2)[C:12]([Cl:16])=[CH:11][N:10]=1. The yield is 0.700. (2) The reactants are [CH:1]([N:4]([C:8]1[CH:13]=[CH:12][C:11]2[O:14][CH2:15][O:16][C:10]=2[CH:9]=1)[C:5]([NH2:7])=[O:6])([CH3:3])[CH3:2].[N:17]1[CH:22]=[CH:21][CH:20]=[C:19]([CH:23]=O)[CH:18]=1. No catalyst specified. The product is [CH:1]([N:4]1[C:8]2[C:13](=[CH:12][C:11]3[O:14][CH2:15][O:16][C:10]=3[CH:9]=2)[CH:23]([C:19]2[CH:18]=[N:17][CH:22]=[CH:21][CH:20]=2)[NH:7][C:5]1=[O:6])([CH3:3])[CH3:2]. The yield is 0.360. (3) The reactants are C([N:4]1[C:8]2=[N:9][C:10](Br)=[CH:11][CH:12]=[C:7]2[C:6]([C:14]#[N:15])=[CH:5]1)(=O)C.C(N(CC)CC)C.CC(C1C=C(C(C)C)C(C2C=CC=CC=2P(C2CCCCC2)C2CCCCC2)=C(C(C)C)C=1)C.[F:57][C:58]1[CH:63]=[CH:62][CH:61]=[CH:60][C:59]=1B(O)O. The catalyst is O1CCOCC1. The product is [F:57][C:58]1[CH:63]=[CH:62][CH:61]=[CH:60][C:59]=1[C:10]1[N:9]=[C:8]2[NH:4][CH:5]=[C:6]([C:14]#[N:15])[C:7]2=[CH:12][CH:11]=1. The yield is 0.980. (4) The reactants are [CH3:1][C:2]1[NH:6][C:5]2[C:7]([C:17]([O:19]C)=[O:18])=[CH:8][C:9]([N:11]3[CH2:16][CH2:15][O:14][CH2:13][CH2:12]3)=[CH:10][C:4]=2[N:3]=1.Br[CH2:22][C:23]1[CH:28]=[CH:27][CH:26]=[C:25]([F:29])[C:24]=1[CH3:30].C(=O)([O-])[O-].[K+].[K+].[OH-].[Li+]. The catalyst is CN(C)C=O.O1CCCC1.O. The product is [F:29][C:25]1[C:24]([CH3:30])=[C:23]([CH2:22][N:3]2[C:4]3[CH:10]=[C:9]([N:11]4[CH2:12][CH2:13][O:14][CH2:15][CH2:16]4)[CH:8]=[C:7]([C:17]([OH:19])=[O:18])[C:5]=3[N:6]=[C:2]2[CH3:1])[CH:28]=[CH:27][CH:26]=1. The yield is 0.225. (5) The reactants are [H-].[Na+].[Br:3][C:4]1[CH:5]=[CH:6][C:7]([CH:10]([OH:15])[C:11]([F:14])([F:13])[F:12])=[N:8][CH:9]=1.[F:16][C:17]([F:23])([F:22])[S:18](Cl)(=[O:20])=[O:19]. The catalyst is C(OCC)C. The product is [Br:3][C:4]1[CH:5]=[CH:6][C:7]([CH:10]([O:15][S:18]([C:17]([F:23])([F:22])[F:16])(=[O:20])=[O:19])[C:11]([F:12])([F:13])[F:14])=[N:8][CH:9]=1. The yield is 0.780. (6) The reactants are [CH3:1][C:2]1[CH2:3][C:4]2[C:5]([CH:19]=1)=[CH:6][C:7]1[C:8]([CH3:18])([CH3:17])[C:9]3[C:14]([C:15]=1[CH:16]=2)=[CH:13][CH:12]=[CH:11][CH:10]=3.C([Li])CCC.C(N)(C)(C)C.[C:30]([NH:34][Si:35](C1C2C(=CC3C(C)(C)C4C(C=3C=2)=CC=CC=4)C=C1C)([CH3:37])[CH3:36])([CH3:33])([CH3:32])[CH3:31]. The catalyst is C(OCC)C. The product is [C:30]([NH:34][Si:35]([CH:19]1[C:5]2=[CH:6][C:7]3[C:8]([CH3:18])([CH3:17])[C:9]4[C:14]([C:15]=3[CH:16]=[C:4]2[CH:3]=[C:2]1[CH3:1])=[CH:13][CH:12]=[CH:11][CH:10]=4)([CH3:37])[CH3:36])([CH3:33])([CH3:32])[CH3:31]. The yield is 0.918. (7) The reactants are [NH2:1][CH:2]([C:6]1[CH:11]=[CH:10][CH:9]=[CH:8][CH:7]=1)[C:3]([OH:5])=[O:4].[C:12]1([C:29]2[CH:34]=[CH:33][CH:32]=[CH:31][CH:30]=2)[CH:17]=[CH:16][C:15]([S:18]([N:21]2[CH2:25][CH2:24][S:23][CH:22]2[C:26](Cl)=[O:27])(=[O:20])=[O:19])=[CH:14][CH:13]=1. The catalyst is O.C1COCC1. The product is [C:12]1([C:29]2[CH:30]=[CH:31][CH:32]=[CH:33][CH:34]=2)[CH:17]=[CH:16][C:15]([S:18]([N:21]2[CH2:25][CH2:24][S:23][CH:22]2[C:26]([NH:1][CH:2]([C:6]2[CH:11]=[CH:10][CH:9]=[CH:8][CH:7]=2)[C:3]([OH:5])=[O:4])=[O:27])(=[O:20])=[O:19])=[CH:14][CH:13]=1. The yield is 0.390. (8) The reactants are [CH3:1][C:2]1[CH:7]=[CH:6][C:5]([O:8][CH2:9][CH2:10][CH3:11])=[CH:4][C:3]=1[N+:12]([O-])=O. The catalyst is C(O)C. The product is [CH3:1][C:2]1[CH:7]=[CH:6][C:5]([O:8][CH2:9][CH2:10][CH3:11])=[CH:4][C:3]=1[NH2:12]. The yield is 0.980.